From a dataset of Reaction yield outcomes from USPTO patents with 853,638 reactions. Predict the reaction yield, written as a fraction of the theoretical maximum amount of product (1.0 means a 100% yield; for example, 0.34 means a 34% yield). (1) The reactants are [F:1][C:2]1[CH:3]=[C:4]([CH2:8][CH2:9][C:10]2[O:14][C:13]([C:15]3[CH:16]=[C:17]([NH:22][C:23]4[CH:28]=[CH:27][C:26]([O:29][CH3:30])=[CH:25][CH:24]=4)[C:18]([NH2:21])=[CH:19][CH:20]=3)=[N:12][N:11]=2)[CH:5]=[CH:6][CH:7]=1.[C:31](=O)([O-])O.[Na+]. The catalyst is C(O)=O. The product is [F:1][C:2]1[CH:3]=[C:4]([CH2:8][CH2:9][C:10]2[O:14][C:13]([C:15]3[CH:20]=[CH:19][C:18]4[N:21]=[CH:31][N:22]([C:23]5[CH:24]=[CH:25][C:26]([O:29][CH3:30])=[CH:27][CH:28]=5)[C:17]=4[CH:16]=3)=[N:12][N:11]=2)[CH:5]=[CH:6][CH:7]=1. The yield is 0.490. (2) The reactants are BrN1C(=O)CCC1=O.CN(C=O)C.[Cl:14][C:15]1[CH:16]=[C:17]([C:21]2[NH:47][C:24]3=[N:25][CH:26]=[C:27]([NH:29][C:30](=[O:46])[C:31]4[C:36]([F:37])=[CH:35][CH:34]=[C:33]([NH:38][S:39]([CH2:42][CH2:43][CH3:44])(=[O:41])=[O:40])[C:32]=4[F:45])[CH:28]=[C:23]3[CH:22]=2)[CH:18]=[CH:19][CH:20]=1.FC1C(NS(CCC)(=O)=O)=CC=C(F)C=1C(NC1C=C2C=C(C3C=CC=CC=3)NC2=NC=1)=O.C(Cl)(Cl)[Cl:82]. No catalyst specified. The product is [Cl:82][C:22]1[C:23]2[C:24](=[N:25][CH:26]=[C:27]([NH:29][C:30](=[O:46])[C:31]3[C:36]([F:37])=[CH:35][CH:34]=[C:33]([NH:38][S:39]([CH2:42][CH2:43][CH3:44])(=[O:40])=[O:41])[C:32]=3[F:45])[CH:28]=2)[NH:47][C:21]=1[C:17]1[CH:18]=[CH:19][CH:20]=[C:15]([Cl:14])[CH:16]=1. The yield is 0.380. (3) The reactants are [OH:1][CH2:2][CH2:3][CH2:4][CH2:5][O:6][C:7](=[O:10])[CH:8]=[CH2:9].[CH3:11][O:12][C:13](=[O:17])[C:14]([CH3:16])=[CH2:15].CC(N=NC(C#N)(C)C)(C#N)C. The catalyst is C1COCC1. The product is [OH:1][CH2:2][CH2:3][CH2:4][CH2:5][O:6][C:7](=[O:10])[CH:8]=[CH2:9].[CH3:11][O:12][C:13](=[O:17])[C:14]([CH3:16])=[CH2:15]. The yield is 0.800. (4) The reactants are [O:1]([C:8]1[CH:9]=[C:10]([NH:14][CH2:15][C:16]2[CH:21]=[CH:20][CH:19]=[C:18]([O:22][CH2:23][C:24]([F:27])([F:26])[F:25])[CH:17]=2)[CH:11]=[CH:12][CH:13]=1)[C:2]1[CH:7]=[CH:6][CH:5]=[CH:4][CH:3]=1.[F:28][C:29]([F:34])([F:33])[CH:30]1[O:32][CH2:31]1. The product is [O:1]([C:8]1[CH:9]=[C:10]([N:14]([CH2:15][C:16]2[CH:21]=[CH:20][CH:19]=[C:18]([O:22][CH2:23][C:24]([F:25])([F:26])[F:27])[CH:17]=2)[CH2:31][CH:30]([OH:32])[C:29]([F:34])([F:33])[F:28])[CH:11]=[CH:12][CH:13]=1)[C:2]1[CH:7]=[CH:6][CH:5]=[CH:4][CH:3]=1. The yield is 0.210. No catalyst specified. (5) The catalyst is C1COCC1.O. The product is [Cl:15][C:16]1[C:21]2[C:22](=[O:26])[N:23]([CH2:38][CH2:37][C:28]3[CH:29]=[CH:30][C:31]4[C:36](=[CH:35][CH:34]=[CH:33][CH:32]=4)[N:27]=3)[N:24]=[CH:25][C:20]=2[CH:19]=[N:18][CH:17]=1. The reactants are CC(OC(/N=N/C(OC(C)C)=O)=O)C.[Cl:15][C:16]1[C:21]2[C:22](=[O:26])[NH:23][N:24]=[CH:25][C:20]=2[CH:19]=[N:18][CH:17]=1.[N:27]1[C:36]2[C:31](=[CH:32][CH:33]=[CH:34][CH:35]=2)[CH:30]=[CH:29][C:28]=1[CH2:37][CH2:38]O.C(Cl)Cl. The yield is 0.760. (6) The reactants are I[C:2]1[C:10]2[C:5](=[N:6][CH:7]=[C:8]([C:11]3[CH:12]=[N:13][N:14]([CH:16]4[CH2:21][CH2:20][N:19]([C:22]([O:24][C:25]([CH3:28])([CH3:27])[CH3:26])=[O:23])[CH2:18][CH2:17]4)[CH:15]=3)[CH:9]=2)[N:4]([S:29]([C:32]2[CH:38]=[CH:37][C:35]([CH3:36])=[CH:34][CH:33]=2)(=[O:31])=[O:30])[CH:3]=1.[CH2:39]([N:47]1[CH:51]=[C:50](B2OC(C)(C)C(C)(C)O2)[CH:49]=[N:48]1)[CH2:40][C:41]1[CH:46]=[CH:45][CH:44]=[CH:43][CH:42]=1.C(=O)([O-])[O-].[Na+].[Na+]. The catalyst is Cl[Pd](Cl)([P](C1C=CC=CC=1)(C1C=CC=CC=1)C1C=CC=CC=1)[P](C1C=CC=CC=1)(C1C=CC=CC=1)C1C=CC=CC=1.C1(C)C=CC=CC=1.C(O)C.O. The product is [CH2:39]([N:47]1[CH:51]=[C:50]([C:2]2[C:10]3[C:5](=[N:6][CH:7]=[C:8]([C:11]4[CH:12]=[N:13][N:14]([CH:16]5[CH2:21][CH2:20][N:19]([C:22]([O:24][C:25]([CH3:28])([CH3:27])[CH3:26])=[O:23])[CH2:18][CH2:17]5)[CH:15]=4)[CH:9]=3)[N:4]([S:29]([C:32]3[CH:38]=[CH:37][C:35]([CH3:36])=[CH:34][CH:33]=3)(=[O:31])=[O:30])[CH:3]=2)[CH:49]=[N:48]1)[CH2:40][C:41]1[CH:46]=[CH:45][CH:44]=[CH:43][CH:42]=1. The yield is 0.754.